Dataset: Full USPTO retrosynthesis dataset with 1.9M reactions from patents (1976-2016). Task: Predict the reactants needed to synthesize the given product. (1) Given the product [CH3:1][O:2][C:3]([C:5]1[C:6]2[N:14]([CH3:15])[CH:13]=[CH:12][C:7]=2[C:8]([N:20]([C:19]2[CH:22]=[CH:23][CH:24]=[C:17]([Cl:16])[CH:18]=2)[CH3:21])=[N:9][CH:10]=1)=[O:4], predict the reactants needed to synthesize it. The reactants are: [CH3:1][O:2][C:3]([C:5]1[C:6]2[N:14]([CH3:15])[CH:13]=[CH:12][C:7]=2[C:8](Cl)=[N:9][CH:10]=1)=[O:4].[Cl:16][C:17]1[CH:18]=[C:19]([CH:22]=[CH:23][CH:24]=1)[NH:20][CH3:21].CS(O)(=O)=O. (2) Given the product [NH2:1][C:2]1[CH:10]=[CH:9][C:8]([C:11]2[CH:12]=[C:13]3[C:19]([C:20]4[CH:25]=[CH:24][CH:23]=[CH:22][C:21]=4[O:26][CH3:27])=[N:18][NH:17][C:14]3=[N:15][CH:16]=2)=[CH:7][C:3]=1[C:4]([N:40]([CH2:41][CH3:42])[CH2:39][CH3:38])=[O:6], predict the reactants needed to synthesize it. The reactants are: [NH2:1][C:2]1[CH:10]=[CH:9][C:8]([C:11]2[CH:12]=[C:13]3[C:19]([C:20]4[CH:25]=[CH:24][CH:23]=[CH:22][C:21]=4[O:26][CH3:27])=[N:18][NH:17][C:14]3=[N:15][CH:16]=2)=[CH:7][C:3]=1[C:4]([OH:6])=O.F[P-](F)(F)(F)(F)F.N1(OC(N(C)C)=[N+](C)C)[C:39]2[N:40]=[CH:41][CH:42]=C[C:38]=2N=N1.C(N(C(C)C)CC)(C)C.C(NCC)C.C(=O)(O)[O-].[Na+].